This data is from CYP2C9 inhibition data for predicting drug metabolism from PubChem BioAssay. The task is: Regression/Classification. Given a drug SMILES string, predict its absorption, distribution, metabolism, or excretion properties. Task type varies by dataset: regression for continuous measurements (e.g., permeability, clearance, half-life) or binary classification for categorical outcomes (e.g., BBB penetration, CYP inhibition). Dataset: cyp2c9_veith. (1) The drug is Cc1cccn2c(=O)c3cc(C(=O)N4COCC4(C)C)n(C)c3nc12. The result is 0 (non-inhibitor). (2) The molecule is CN(C)Cc1cc(C(F)(F)F)ccc1C(O)(c1ccccc1)c1ccccc1. The result is 0 (non-inhibitor). (3) The molecule is NC(=S)c1ccc[n+]([C@@H]2O[C@@H](COP(=O)([O-])OP(=O)(O)OC[C@@H]3O[C@@H](n4cnc5c(N)ncnc54)[C@@H](OP(=O)([O-])O)[C@H]3O)[C@@H](O)[C@H]2O)c1.[Na+]. The result is 0 (non-inhibitor). (4) The drug is CC(=O)NNC(=O)C(O)(c1ccccc1)c1ccccc1. The result is 0 (non-inhibitor). (5) The compound is COc1ccc(-c2nc(-c3ccccc3)c(-c3cc([N+](=O)[O-])ccc3C)[nH]2)cc1O. The result is 1 (inhibitor). (6) The molecule is O=C(CC(c1ccccc1)c1ccccc1)NCC1CCCO1. The result is 1 (inhibitor).